From a dataset of Catalyst prediction with 721,799 reactions and 888 catalyst types from USPTO. Predict which catalyst facilitates the given reaction. (1) Product: [CH2:23]([CH:25]([CH2:29][CH3:30])[C:26]([NH:20][C:17]1[CH:18]=[CH:19][C:14]([N:11]2[CH2:10][CH2:9][NH:8][CH2:13][CH2:12]2)=[C:15]([F:22])[CH:16]=1)=[O:27])[CH3:24]. Reactant: C(OC([N:8]1[CH2:13][CH2:12][N:11]([C:14]2[CH:19]=[CH:18][C:17]([NH:20]C)=[CH:16][C:15]=2[F:22])[CH2:10][CH2:9]1)=O)(C)(C)C.[CH2:23]([CH:25]([CH2:29][CH3:30])[C:26](Cl)=[O:27])[CH3:24].O. The catalyst class is: 2. (2) Reactant: [NH2:1][C@@H:2]1[CH2:8][C@:7]2([C:17]3[CH:22]=[CH:21][CH:20]=[CH:19][CH:18]=3)[N:9]([CH2:10][C:11]3[CH:16]=[CH:15][CH:14]=[CH:13][CH:12]=3)[C@H:3]1[CH2:4][CH2:5][C@H:6]2[O:23][CH2:24][C:25]1[CH:30]=[C:29]([C:31]([F:34])([F:33])[F:32])[CH:28]=[C:27]([C:35]([F:38])([F:37])[F:36])[CH:26]=1.[C:39](O)(=[O:41])[CH3:40].C(N(CC)CC)C.Cl.CN(C)CCCN=C=NCC. Product: [C:39]([NH:1][C@@H:2]1[CH2:8][C@:7]2([C:17]3[CH:18]=[CH:19][CH:20]=[CH:21][CH:22]=3)[N:9]([CH2:10][C:11]3[CH:16]=[CH:15][CH:14]=[CH:13][CH:12]=3)[C@H:3]1[CH2:4][CH2:5][C@H:6]2[O:23][CH2:24][C:25]1[CH:26]=[C:27]([C:35]([F:38])([F:36])[F:37])[CH:28]=[C:29]([C:31]([F:32])([F:33])[F:34])[CH:30]=1)(=[O:41])[CH3:40]. The catalyst class is: 119. (3) Reactant: [CH3:1][N:2]1[C:6]([C:7]2[CH:8]=[C:9]([N+:13]([O-])=O)[CH:10]=[CH:11][CH:12]=2)=[CH:5][N:4]=[C:3]1[CH3:16]. Product: [CH3:1][N:2]1[C:6]([C:7]2[CH:8]=[C:9]([CH:10]=[CH:11][CH:12]=2)[NH2:13])=[CH:5][N:4]=[C:3]1[CH3:16]. The catalyst class is: 19. (4) Reactant: [Cl:1][C:2]1[CH:3]=[C:4]([CH:7]=[C:8]([O:10][C:11]2[C:16](=[O:17])[NH:15][CH:14]=[N:13][C:12]=2[C:18]([F:21])([F:20])[F:19])[CH:9]=1)[C:5]#[N:6].C(N(CC)CC)C.[Br:29][C:30]1[C:35](=[O:36])[N:34]([CH2:37][C:38]2[CH:43]=[CH:42][C:41]([O:44][CH3:45])=[CH:40][CH:39]=2)[N:33]=[C:32]([CH2:46]CS([O-])(=O)=O)[CH:31]=1.O. Product: [Br:29][C:30]1[C:35](=[O:36])[N:34]([CH2:37][C:38]2[CH:43]=[CH:42][C:41]([O:44][CH3:45])=[CH:40][CH:39]=2)[N:33]=[C:32]([CH2:46][N:15]2[C:16](=[O:17])[C:11]([O:10][C:8]3[CH:7]=[C:4]([CH:3]=[C:2]([Cl:1])[CH:9]=3)[C:5]#[N:6])=[C:12]([C:18]([F:19])([F:20])[F:21])[N:13]=[CH:14]2)[CH:31]=1. The catalyst class is: 3. (5) Reactant: [C:1]12([CH2:15][C:14](=O)[C:13]3[C:8](=[CH:9][CH:10]=[CH:11][CH:12]=3)[O:7]1)[CH2:6][CH2:5][CH2:4][CH2:3][CH2:2]2.Cl.O([NH2:20])C.N1C=CC=CC=1. Product: [C:1]12([CH2:15][CH:14]([NH2:20])[C:13]3[C:8](=[CH:9][CH:10]=[CH:11][CH:12]=3)[O:7]1)[CH2:6][CH2:5][CH2:4][CH2:3][CH2:2]2. The catalyst class is: 240.